Task: Predict the reactants needed to synthesize the given product.. Dataset: Full USPTO retrosynthesis dataset with 1.9M reactions from patents (1976-2016) (1) Given the product [CH3:41][O:40][C:37]1[CH:36]=[CH:35][C:34]([CH2:33][N:23]([CH2:24][C:25]2[CH:26]=[CH:27][C:28]([O:31][CH3:32])=[CH:29][CH:30]=2)[C:18]2[N:19]=[C:20]([CH3:22])[N:21]=[C:16]([C:15]3[C:10]([NH:8][C:4]4[CH:5]=[N:6][CH:7]=[C:2]([CH3:1])[CH:3]=4)=[N:11][CH:12]=[CH:13][CH:14]=3)[N:17]=2)=[CH:39][CH:38]=1, predict the reactants needed to synthesize it. The reactants are: [CH3:1][C:2]1[CH:3]=[C:4]([NH2:8])[CH:5]=[N:6][CH:7]=1.F[C:10]1[C:15]([C:16]2[N:21]=[C:20]([CH3:22])[N:19]=[C:18]([N:23]([CH2:33][C:34]3[CH:39]=[CH:38][C:37]([O:40][CH3:41])=[CH:36][CH:35]=3)[CH2:24][C:25]3[CH:30]=[CH:29][C:28]([O:31][CH3:32])=[CH:27][CH:26]=3)[N:17]=2)=[CH:14][CH:13]=[CH:12][N:11]=1. (2) Given the product [CH2:23]([N:21]1[CH:22]=[C:18]([CH2:17][O:16][C:14]([C:13]2[CH:12]=[CH:11][C:10]([O:9][C:7]([CH3:8])([CH3:32])[C:6]([OH:33])=[O:5])=[CH:31][CH:30]=2)=[O:15])[N:19]=[N:20]1)[C:24]1[CH:25]=[CH:26][CH:27]=[CH:28][CH:29]=1, predict the reactants needed to synthesize it. The reactants are: C([O:5][C:6](=[O:33])[C:7]([CH3:32])([O:9][C:10]1[CH:31]=[CH:30][C:13]([C:14]([O:16][CH2:17][C:18]2[N:19]=[N:20][N:21]([CH2:23][C:24]3[CH:29]=[CH:28][CH:27]=[CH:26][CH:25]=3)[CH:22]=2)=[O:15])=[CH:12][CH:11]=1)[CH3:8])(C)(C)C.Cl. (3) Given the product [CH:12]1([C:9]2[CH:7]=[CH:8][C:1]([CH2:10][NH:11][C:1]34[CH2:8][CH:7]5[CH2:6][CH:5]([CH2:4][CH:3]([CH2:9]5)[CH2:2]3)[CH2:10]4)=[CH:2][CH:3]=2)[CH2:14][CH2:13]1, predict the reactants needed to synthesize it. The reactants are: [C:1]12([NH2:11])[CH2:10][CH:5]3[CH2:6][CH:7]([CH2:9][CH:3]([CH2:4]3)[CH2:2]1)[CH2:8]2.[CH:12]1([B-](F)(F)F)[CH2:14][CH2:13]1.[K+]. (4) Given the product [CH3:1][O:2][CH2:3][CH2:4][CH:5]1[O:6][CH2:7][C:8]([CH3:15])([C:11]([OH:13])=[O:12])[CH2:9][O:10]1, predict the reactants needed to synthesize it. The reactants are: [CH3:1][O:2][CH2:3][CH2:4][CH:5]1[O:10][CH2:9][C:8]([CH3:15])([C:11]([O:13]C)=[O:12])[CH2:7][O:6]1.[OH-].[Li+].Cl.